This data is from Full USPTO retrosynthesis dataset with 1.9M reactions from patents (1976-2016). The task is: Predict the reactants needed to synthesize the given product. (1) The reactants are: [F:1][C:2]1[CH:3]=[C:4]([CH:7]=[C:8]([F:12])[C:9]=1[CH:10]=O)[C:5]#[N:6].[CH3:13][O:14][C:15]1[CH:16]=[C:17]([CH:19]=[CH:20][CH:21]=1)[NH2:18]. Given the product [F:1][C:2]1[CH:3]=[C:4]([CH:7]=[C:8]([F:12])[C:9]=1[CH:10]=[N:18][C:17]1[CH:19]=[CH:20][CH:21]=[C:15]([O:14][CH3:13])[CH:16]=1)[C:5]#[N:6], predict the reactants needed to synthesize it. (2) Given the product [F:2][C:3]1[CH:30]=[CH:29][C:6]([CH2:7][NH:8][C:9]([C:11]2[CH:16]=[C:15]([C:17]3[CH2:21][CH:20]([CH:22]4[CH2:23][CH2:24][N:25]([C:35](=[O:36])[CH2:34][S:38]([CH3:41])(=[O:40])=[O:39])[CH2:26][CH2:27]4)[O:19][N:18]=3)[N:14]=[C:13]([CH3:28])[N:12]=2)=[O:10])=[CH:5][C:4]=1[O:31][CH3:32], predict the reactants needed to synthesize it. The reactants are: Cl.[F:2][C:3]1[CH:30]=[CH:29][C:6]([CH2:7][NH:8][C:9]([C:11]2[CH:16]=[C:15]([C:17]3[CH2:21][CH:20]([CH:22]4[CH2:27][CH2:26][NH:25][CH2:24][CH2:23]4)[O:19][N:18]=3)[N:14]=[C:13]([CH3:28])[N:12]=2)=[O:10])=[CH:5][C:4]=1[O:31][CH3:32].F[C:34](C1C(F)=C(F)C(F)=C(F)C=1F)([S:38]([C:41](F)(F)F)(=[O:40])=[O:39])[C:35]([O-])=[O:36]. (3) Given the product [CH2:27]([O:26][C:24](=[O:25])[CH2:23][NH:9][C@@H:8]([C@@H:10]([CH3:11])[CH2:12][CH3:13])[C:7]([O:6][C:2]([CH3:4])([CH3:5])[CH3:3])=[O:14])[CH3:28], predict the reactants needed to synthesize it. The reactants are: Cl.[C:2]([O:6][C:7](=[O:14])[C@H:8]([C@H:10]([CH2:12][CH3:13])[CH3:11])[NH2:9])([CH3:5])([CH3:4])[CH3:3].C(N(CC)CC)C.Br[CH2:23][C:24]([O:26][CH2:27][CH3:28])=[O:25].